Task: Predict the reaction yield, written as a fraction of the theoretical maximum amount of product (1.0 means a 100% yield; for example, 0.34 means a 34% yield).. Dataset: Reaction yield outcomes from USPTO patents with 853,638 reactions The reactants are [Cl:1][C:2]1[CH:7]=[CH:6][CH:5]=[CH:4][C:3]=1[C:8]1[NH:9][CH:10]=[C:11]([C:13]2[CH:18]=[CH:17][N:16]=[C:15]([NH:19][C:20](=[O:22])[CH3:21])[CH:14]=2)[N:12]=1.C(=O)([O-])[O-].[K+].[K+].F[C:30]1[CH:35]=[CH:34][CH:33]=[CH:32][N:31]=1. The catalyst is CN(C=O)C.O. The product is [Cl:1][C:2]1[CH:7]=[CH:6][CH:5]=[CH:4][C:3]=1[C:8]1[N:9]([C:30]2[CH:35]=[CH:34][CH:33]=[CH:32][N:31]=2)[CH:10]=[C:11]([C:13]2[CH:18]=[CH:17][N:16]=[C:15]([NH:19][C:20](=[O:22])[CH3:21])[CH:14]=2)[N:12]=1. The yield is 0.460.